From a dataset of Forward reaction prediction with 1.9M reactions from USPTO patents (1976-2016). Predict the product of the given reaction. Given the reactants C[O:2][C:3]1[CH:4]=[C:5]([CH:14]=[CH:15][C:16]2[CH:21]=[CH:20][C:19]([O:22]C)=[CH:18][CH:17]=2)[CH:6]=[C:7]([O:12]C)[C:8]=1[CH2:9][CH2:10][CH3:11].Cl.N1C=CC=CC=1, predict the reaction product. The product is: [OH:22][C:19]1[CH:20]=[CH:21][C:16]([CH:15]=[CH:14][C:5]2[CH:6]=[C:7]([OH:12])[C:8]([CH2:9][CH2:10][CH3:11])=[C:3]([OH:2])[CH:4]=2)=[CH:17][CH:18]=1.